The task is: Predict the reaction yield, written as a fraction of the theoretical maximum amount of product (1.0 means a 100% yield; for example, 0.34 means a 34% yield).. This data is from Reaction yield outcomes from USPTO patents with 853,638 reactions. The reactants are [F:1][C:2]1[CH:3]=[C:4]([N:14]2[CH2:18][CH2:17][N:16]([C:19]3[CH:20]=[N:21][CH:22]=[CH:23][C:24]=3[CH3:25])[C:15]2=[O:26])[CH:5]=[CH:6][C:7]=1[CH:8]([OH:13])[C:9]([F:12])([F:11])[F:10].CO. The catalyst is C(Cl)Cl.O=[Mn]=O. The product is [F:1][C:2]1[CH:3]=[C:4]([N:14]2[CH2:18][CH2:17][N:16]([C:19]3[CH:20]=[N:21][CH:22]=[CH:23][C:24]=3[CH3:25])[C:15]2=[O:26])[CH:5]=[CH:6][C:7]=1[C:8](=[O:13])[C:9]([F:12])([F:10])[F:11]. The yield is 0.745.